Regression. Given a peptide amino acid sequence and an MHC pseudo amino acid sequence, predict their binding affinity value. This is MHC class I binding data. From a dataset of Peptide-MHC class I binding affinity with 185,985 pairs from IEDB/IMGT. (1) The peptide sequence is MLAHAEETRK. The MHC is HLA-A33:01 with pseudo-sequence HLA-A33:01. The binding affinity (normalized) is 0. (2) The peptide sequence is KRLQILGYL. The MHC is HLA-B15:17 with pseudo-sequence HLA-B15:17. The binding affinity (normalized) is 0.0847. (3) The MHC is H-2-Db with pseudo-sequence H-2-Db. The peptide sequence is NALILLAEL. The binding affinity (normalized) is 0.586. (4) The peptide sequence is TISSESLVY. The MHC is HLA-A02:02 with pseudo-sequence HLA-A02:02. The binding affinity (normalized) is 0. (5) The peptide sequence is RMAWGGSYIA. The MHC is HLA-A02:01 with pseudo-sequence HLA-A02:01. The binding affinity (normalized) is 0.475. (6) The peptide sequence is RYDYANLCQ. The MHC is HLA-A69:01 with pseudo-sequence HLA-A69:01. The binding affinity (normalized) is 0.0847.